The task is: Predict the product of the given reaction.. This data is from Forward reaction prediction with 1.9M reactions from USPTO patents (1976-2016). (1) Given the reactants [CH3:1][N:2]1[C:10]2[C:5](=[CH:6][C:7]([N+:11]([O-:13])=[O:12])=[CH:8][CH:9]=2)[CH:4]=[C:3]1[C:14]([OH:16])=[O:15].[CH3:17]O, predict the reaction product. The product is: [CH3:17][O:15][C:14]([C:3]1[N:2]([CH3:1])[C:10]2[C:5]([CH:4]=1)=[CH:6][C:7]([N+:11]([O-:13])=[O:12])=[CH:8][CH:9]=2)=[O:16]. (2) The product is: [OH:44][C@H:20]([C:12]1[CH:11]=[CH:10][C:9]([OH:8])=[C:18]2[C:13]=1[CH:14]=[CH:15][C:16](=[O:19])[NH:17]2)[CH2:21][NH:22][CH2:23][CH2:24][C:25]1[CH:26]=[C:27]([NH:31][C:32]([NH:34][CH2:35][CH2:36][CH2:37][C:38]2[CH:43]=[CH:42][CH:41]=[CH:40][CH:39]=2)=[O:33])[CH:28]=[CH:29][CH:30]=1. Given the reactants C([O:8][C:9]1[CH:10]=[CH:11][C:12]([C@@H:20]([OH:44])[CH2:21][NH:22][CH2:23][CH2:24][C:25]2[CH:26]=[C:27]([NH:31][C:32]([NH:34][CH2:35][CH2:36][CH2:37][C:38]3[CH:43]=[CH:42][CH:41]=[CH:40][CH:39]=3)=[O:33])[CH:28]=[CH:29][CH:30]=2)=[C:13]2[C:18]=1[NH:17][C:16](=[O:19])[CH:15]=[CH:14]2)C1C=CC=CC=1, predict the reaction product. (3) The product is: [I:13][C:10]1[C:11]2[S:12][C:5]([C:3]([OH:4])=[O:2])=[CH:6][C:7]=2[NH:8][N:9]=1. Given the reactants C[O:2][C:3]([C:5]1[S:12][C:11]2[C:10]([I:13])=[N:9][NH:8][C:7]=2[CH:6]=1)=[O:4].[OH-].[K+].O, predict the reaction product. (4) Given the reactants [CH2:1]([C:8]1[C:13]([O:14][CH2:15][O:16][CH3:17])=[CH:12][CH:11]=[C:10](I)[N:9]=1)[C:2]1[CH:7]=[CH:6][CH:5]=[CH:4][CH:3]=1.[CH3:19][C@@:20]12[O:28][CH2:27][O:26][N:22]([CH2:23][C@H:24]1[CH3:25])[C:21]2=[O:29].C(=O)([O-])[O-].[K+].[K+].N, predict the reaction product. The product is: [CH2:1]([C:8]1[C:13]([O:14][CH2:15][O:16][CH3:17])=[CH:12][CH:11]=[C:10]([N:22]2[CH2:23][C@:24]3([O:26][CH2:27][O:28][C@@:20]3([CH3:19])[C:21]2=[O:29])[CH3:25])[N:9]=1)[C:2]1[CH:7]=[CH:6][CH:5]=[CH:4][CH:3]=1. (5) Given the reactants [Cl:1][C:2]1[CH:7]=[CH:6][C:5]([CH2:8][CH2:9][CH2:10][C:11]([OH:13])=O)=[C:4]([F:14])[C:3]=1[CH2:15][CH:16]1[CH2:20][CH2:19][N:18]([CH:21]2[CH2:26][CH2:25][CH2:24][CH2:23][CH2:22]2)[C:17]1=[O:27].CCN=C=NCCCN(C)C.C1C=CC2N(O)N=NC=2C=1.C(N(CC)CC)C.[CH3:56][N:57]1[CH2:62][CH2:61][NH:60][CH2:59][CH2:58]1, predict the reaction product. The product is: [Cl:1][C:2]1[C:3]([CH2:15][CH:16]2[CH2:20][CH2:19][N:18]([CH:21]3[CH2:22][CH2:23][CH2:24][CH2:25][CH2:26]3)[C:17]2=[O:27])=[C:4]([F:14])[C:5]([CH2:8][CH2:9][CH2:10][C:11]([N:60]2[CH2:61][CH2:62][N:57]([CH3:56])[CH2:58][CH2:59]2)=[O:13])=[CH:6][CH:7]=1. (6) Given the reactants Br[C:2]1[S:6][C:5]([C:7]([N:9]2[CH:13]([C:14]3[CH:19]=[CH:18][CH:17]=[CH:16][C:15]=3[OH:20])[CH2:12][C:11]([C:21]3[CH:22]=[N:23][CH:24]=[CH:25][CH:26]=3)=[N:10]2)=[O:8])=[CH:4][CH:3]=1.O.CC1(C)C(C)(C)OB([C:36]2[CH:37]=[N:38][NH:39][CH:40]=2)O1.C(=O)([O-])[O-].[Cs+].[Cs+], predict the reaction product. The product is: [NH:38]1[CH:37]=[C:36]([C:2]2[S:6][C:5]([C:7]([N:9]3[CH:13]([C:14]4[CH:19]=[CH:18][CH:17]=[CH:16][C:15]=4[OH:20])[CH2:12][C:11]([C:21]4[CH:22]=[N:23][CH:24]=[CH:25][CH:26]=4)=[N:10]3)=[O:8])=[CH:4][CH:3]=2)[CH:40]=[N:39]1. (7) Given the reactants ClC1C=C([N:8]2[CH2:13][C@H:12]([CH3:14])[NH:11][C@H:10]([CH3:15])[CH2:9]2)C=CN=1.Br[C:17]1[CH:18]=[C:19]([C:23]([O:25][CH2:26][CH3:27])=[O:24])[CH:20]=[N:21][CH:22]=1, predict the reaction product. The product is: [CH3:15][C@H:10]1[NH:11][C@@H:12]([CH3:14])[CH2:13][N:8]([C:17]2[CH:18]=[C:19]([C:23]([O:25][CH2:26][CH3:27])=[O:24])[CH:20]=[N:21][CH:22]=2)[CH2:9]1. (8) Given the reactants Br[C:2]1[C:6]2[CH:7]=[N:8][C:9]([C:11]([O:13][CH2:14][CH3:15])=[O:12])=[CH:10][C:5]=2[N:4]([CH2:16][CH2:17][CH2:18][O:19][CH3:20])[CH:3]=1.[CH3:21]B1OB(C)OB(C)O1.C(=O)([O-])[O-].[Cs+].[Cs+].C1(P(C2CCCCC2)C2C=CC=CC=2C2C(C(C)C)=CC(C(C)C)=CC=2C(C)C)CCCCC1, predict the reaction product. The product is: [CH3:20][O:19][CH2:18][CH2:17][CH2:16][N:4]1[C:5]2[CH:10]=[C:9]([C:11]([O:13][CH2:14][CH3:15])=[O:12])[N:8]=[CH:7][C:6]=2[C:2]([CH3:21])=[CH:3]1. (9) Given the reactants [F:1][C:2]1[CH:10]=[CH:9][C:8]([F:11])=[C:4]([C:5](O)=O)[C:3]=1[C:12](O)=O.[ClH:15].[CH2:16]([O:18][C:19]([C:21]1([NH2:32])CC2C(=CC=C(F)C=2F)C1)=[O:20])[CH3:17], predict the reaction product. The product is: [ClH:15].[CH2:16]([O:18][C:19]([C:21]1([NH2:32])[CH2:5][C:4]2[C:3](=[C:2]([F:1])[CH:10]=[CH:9][C:8]=2[F:11])[CH2:12]1)=[O:20])[CH3:17]. (10) The product is: [Cl:3][C:4]1[CH:5]=[CH:6][C:7]([N:10]2[C:27](=[O:28])[C:19]3([CH2:21][CH:20]3[C:22]([OH:24])=[O:23])[C:14]3=[N:15][N:16]=[C:17]([CH3:18])[N:13]3[C:12]3[CH:29]=[CH:30][CH:31]=[CH:32][C:11]2=3)=[CH:8][CH:9]=1. Given the reactants [OH-].[Na+].[Cl:3][C:4]1[CH:9]=[CH:8][C:7]([N:10]2[C:27](=[O:28])[C:19]3([CH2:21][CH:20]3[C:22]([O:24]CC)=[O:23])[C:14]3=[N:15][N:16]=[C:17]([CH3:18])[N:13]3[C:12]3[CH:29]=[CH:30][CH:31]=[CH:32][C:11]2=3)=[CH:6][CH:5]=1.Cl, predict the reaction product.